This data is from Forward reaction prediction with 1.9M reactions from USPTO patents (1976-2016). The task is: Predict the product of the given reaction. (1) Given the reactants [NH:1]1[CH:5]=[CH:4][N:3]=[CH:2]1.[C:6]([OH:15])(=[O:14])[C:7]1[C:8](=[CH:10][CH:11]=[CH:12][CH:13]=1)[OH:9].[CH:16]1[N:20]([CH2:21][O:22][CH2:23][CH2:24][OH:25])[C:19]2[N:26]=[C:27]([NH2:31])[N:28]=[C:29]([OH:30])[C:18]=2[N:17]=1.[OH-].[NH4+], predict the reaction product. The product is: [CH:16]1[N:20]([CH2:21][O:22][CH2:23][CH2:24][OH:25])[C:19]2[N:26]=[C:27]([NH2:31])[N:28]=[C:29]([OH:30])[C:18]=2[N:17]=1.[NH:1]1[CH:5]=[CH:4][N:3]=[CH:2]1.[CH:12]1[CH:13]=[C:7]([C:6]([OH:15])=[O:14])[C:8]([OH:9])=[CH:10][CH:11]=1. (2) Given the reactants [CH2:1]1[CH2:5]O[CH2:3][CH2:2]1.[CH3:6][C:7]1[CH:8]=[C:9]2[C:14](=[CH:15][CH:16]=1)[CH:13]=[C:12]([CH:17]=O)[C:11]([S:19][CH3:20])=[CH:10]2.C(=O)([O-])[O-].[Na+].[Na+], predict the reaction product. The product is: [CH3:3][C:2]1[CH:8]=[C:9]2[C:14](=[CH:5][CH:1]=1)[CH:13]=[C:12]([CH:17]=[CH:17][C:12]1[C:11]([S:19][CH3:20])=[CH:10][C:9]3[C:14](=[CH:15][CH:16]=[C:7]([CH3:6])[CH:8]=3)[CH:13]=1)[C:11]([S:19][CH3:20])=[CH:10]2. (3) Given the reactants [CH2:1]([O:3][C:4]([C:6]1[C:7](=[O:21])[O:8][C:9]([C:14](=[O:20])[N:15]([CH2:18][CH3:19])[CH2:16][CH3:17])([CH2:12][CH3:13])[C:10]=1[CH3:11])=[O:5])[CH3:2].[CH3:22][N:23]([CH:25](N(C)C)N(C)C)[CH3:24], predict the reaction product. The product is: [CH2:1]([O:3][C:4]([C:6]1[C:7](=[O:21])[O:8][C:9]([C:14](=[O:20])[N:15]([CH2:16][CH3:17])[CH2:18][CH3:19])([CH2:12][CH3:13])[C:10]=1/[CH:11]=[CH:22]/[N:23]([CH3:25])[CH3:24])=[O:5])[CH3:2]. (4) Given the reactants [F:1][C:2]1[CH:24]=[N:23][CH:22]=[CH:21][C:3]=1[C:4]([NH:6][C:7]1[CH:8]=[C:9]2[C:13](=[CH:14][C:15]=1O)[C:12]([F:18])([F:17])[O:11][C:10]2([F:20])[F:19])=[O:5].O1CCCC1.C1(P(C2C=CC=CC=2)C2C=CC=CC=2)C=CC=CC=1.N(C(OCC)=O)=NC(OCC)=O, predict the reaction product. The product is: [F:20][C:10]1([F:19])[C:9]2[C:13](=[CH:14][C:15]3[O:5][C:4]([C:3]4[CH:21]=[CH:22][N:23]=[CH:24][C:2]=4[F:1])=[N:6][C:7]=3[CH:8]=2)[C:12]([F:17])([F:18])[O:11]1.